This data is from Reaction yield outcomes from USPTO patents with 853,638 reactions. The task is: Predict the reaction yield, written as a fraction of the theoretical maximum amount of product (1.0 means a 100% yield; for example, 0.34 means a 34% yield). (1) The reactants are [NH2:1][C:2]1[C:11]2[C:6](=[C:7](Br)[CH:8]=[CH:9][CH:10]=2)[N:5]=[N:4][C:3]=1[C:13]([NH:15][CH2:16][CH2:17][CH3:18])=[O:14].[Cl:19][C:20]1[CH:25]=[CH:24][C:23]([C:26]([F:29])([F:28])[F:27])=[CH:22][C:21]=1B(O)O. No catalyst specified. The product is [NH2:1][C:2]1[C:11]2[C:6](=[C:7]([C:21]3[CH:22]=[C:23]([C:26]([F:28])([F:29])[F:27])[CH:24]=[CH:25][C:20]=3[Cl:19])[CH:8]=[CH:9][CH:10]=2)[N:5]=[N:4][C:3]=1[C:13]([NH:15][CH2:16][CH2:17][CH3:18])=[O:14]. The yield is 0.440. (2) The reactants are [F:1][C:2]([F:42])([F:41])[CH:3]([C:35]1[CH:36]=[N:37][CH:38]=[CH:39][CH:40]=1)[O:4][C:5]1[C:6]([NH:15][S:16]([C:19]2[CH:34]=[CH:33][C:22]([CH2:23][CH2:24][NH:25]C(=O)OC(C)(C)C)=[CH:21][CH:20]=2)(=[O:18])=[O:17])=[N:7][C:8]2[C:13]([N:14]=1)=[CH:12][CH:11]=[CH:10][CH:9]=2.FC(F)(F)C(O)=O. The catalyst is ClCCl. The product is [NH2:25][CH2:24][CH2:23][C:22]1[CH:21]=[CH:20][C:19]([S:16]([NH:15][C:6]2[C:5]([O:4][CH:3]([C:35]3[CH:36]=[N:37][CH:38]=[CH:39][CH:40]=3)[C:2]([F:41])([F:1])[F:42])=[N:14][C:13]3[C:8](=[CH:9][CH:10]=[CH:11][CH:12]=3)[N:7]=2)(=[O:17])=[O:18])=[CH:34][CH:33]=1. The yield is 0.900. (3) The reactants are [F:1][C:2]1[CH:7]=[C:6]([N+:8]([O-])=O)[CH:5]=[C:4]([O:11][CH3:12])[C:3]=1[O:13][CH3:14]. The catalyst is C(O)C.[Pt](=O)=O. The product is [F:1][C:2]1[CH:7]=[C:6]([CH:5]=[C:4]([O:11][CH3:12])[C:3]=1[O:13][CH3:14])[NH2:8]. The yield is 0.940. (4) The reactants are [CH2:1]([C@H:3]1[C@@H:7]([C:8]2[N:12]3[C:13]4[CH:19]=[CH:18][NH:17][C:14]=4[N:15]=[CH:16][C:11]3=[N:10][N:9]=2)[CH2:6][C@@H:5]([NH:20][S:21]([CH:24]2[CH2:26][CH2:25]2)(=[O:23])=[O:22])[CH2:4]1)[CH3:2].[OH-].[K+].S([C:39]#[N:40])(C1C=CC(C)=CC=1)(=O)=O. The catalyst is CN(C=O)C. The product is [C:39]([N:20]([C@@H:5]1[CH2:6][C@H:7]([C:8]2[N:12]3[C:13]4[CH:19]=[CH:18][NH:17][C:14]=4[N:15]=[CH:16][C:11]3=[N:10][N:9]=2)[C@H:3]([CH2:1][CH3:2])[CH2:4]1)[S:21]([CH:24]1[CH2:26][CH2:25]1)(=[O:23])=[O:22])#[N:40]. The yield is 0.0500. (5) The reactants are [Br:1][C:2]1[C:7]2[O:8][CH:9]([C:12]([O:14][CH2:15][CH3:16])=[O:13])[CH2:10][NH:11][C:6]=2[CH:5]=[CH:4][CH:3]=1.[C:17](=O)([O-])[O-].[Cs+].[Cs+].CI.C(OCC)(=O)C. The catalyst is CC#N.CN(C=O)C. The product is [Br:1][C:2]1[C:7]2[O:8][CH:9]([C:12]([O:14][CH2:15][CH3:16])=[O:13])[CH2:10][N:11]([CH3:17])[C:6]=2[CH:5]=[CH:4][CH:3]=1. The yield is 0.910. (6) The reactants are O[C:2]1[C:3]([C:11]2([CH2:34][OH:35])[C:19]3[C:14](=[CH:15][CH:16]=[CH:17][CH:18]=3)[N:13]([CH2:20][CH2:21][N:22]3[C:30](=[O:31])[C:29]4[C:24](=[CH:25][CH:26]=[CH:27][CH:28]=4)[C:23]3=[O:32])[C:12]2=[O:33])=[CH:4][C:5]2[O:9][CH2:8][O:7][C:6]=2[CH:10]=1.C1(CCN2C3C(=CC=CC=3)C(C3C(O)=CC4OCOC=4C=3)(CO)C2=O)CC1. No catalyst specified. The product is [O:33]=[C:12]1[C:11]2([C:3]3=[CH:4][C:5]4[O:9][CH2:8][O:7][C:6]=4[CH:10]=[C:2]3[O:35][CH2:34]2)[C:19]2[C:14](=[CH:15][CH:16]=[CH:17][CH:18]=2)[N:13]1[CH2:20][CH2:21][N:22]1[C:30](=[O:31])[C:29]2[C:24](=[CH:25][CH:26]=[CH:27][CH:28]=2)[C:23]1=[O:32]. The yield is 0.610.